Dataset: Full USPTO retrosynthesis dataset with 1.9M reactions from patents (1976-2016). Task: Predict the reactants needed to synthesize the given product. (1) Given the product [I:1][C:2]1[C:7]2[C:8](=[O:9])[O:12][C:11](=[N:13][C:14]3[CH:19]=[CH:18][C:17]([C:20]([F:29])([C:25]([F:26])([F:27])[F:28])[C:21]([F:23])([F:24])[F:22])=[CH:16][C:15]=3[CH3:30])[C:6]=2[CH:5]=[CH:4][CH:3]=1, predict the reactants needed to synthesize it. The reactants are: [I:1][C:2]1[CH:3]=[CH:4][CH:5]=[C:6]([C:11]([NH:13][C:14]2[CH:19]=[CH:18][C:17]([C:20]([F:29])([C:25]([F:28])([F:27])[F:26])[C:21]([F:24])([F:23])[F:22])=[CH:16][C:15]=2[CH3:30])=[O:12])[C:7]=1[C:8](O)=[O:9].FC(F)(F)C(OC(=O)C(F)(F)F)=O. (2) The reactants are: [O:1]=[C:2]([N:12]1[CH2:17][CH2:16][CH:15]([C:18]2[N:22]=[C:21]([NH:23][C:24]3[C:29]([O:30][C:31]4[CH:36]=[CH:35][CH:34]=[CH:33][CH:32]=4)=[CH:28][C:27]([S:37][C:38]4[CH:43]=[CH:42][CH:41]=[CH:40][N:39]=4)=[CH:26][N:25]=3)[S:20][N:19]=2)[CH2:14][CH2:13]1)[CH2:3][NH:4]C(=O)OC(C)(C)C.[ClH:44]. Given the product [ClH:44].[ClH:44].[NH2:4][CH2:3][C:2]([N:12]1[CH2:13][CH2:14][CH:15]([C:18]2[N:22]=[C:21]([NH:23][C:24]3[C:29]([O:30][C:31]4[CH:36]=[CH:35][CH:34]=[CH:33][CH:32]=4)=[CH:28][C:27]([S:37][C:38]4[CH:43]=[CH:42][CH:41]=[CH:40][N:39]=4)=[CH:26][N:25]=3)[S:20][N:19]=2)[CH2:16][CH2:17]1)=[O:1], predict the reactants needed to synthesize it. (3) Given the product [CH3:3][C:2]([C:1](=[O:8])[NH:9][C:10]1[CH:15]=[CH:14][CH:13]=[CH:12][CH:11]=1)=[CH:4][C:5]([OH:7])=[O:6], predict the reactants needed to synthesize it. The reactants are: [C:1]1(=[O:8])[O:7][C:5](=[O:6])[CH:4]=[C:2]1[CH3:3].[NH2:9][C:10]1[CH:15]=[CH:14][CH:13]=[CH:12][CH:11]=1. (4) Given the product [CH2:1]([O:8][CH2:9][C:10]([CH:12]1[CH2:16][CH2:15][N:14]([CH2:17][C:18]2[CH:23]=[CH:22][CH:21]=[CH:20][CH:19]=2)[CH2:13]1)([OH:11])[C:26]([F:29])([F:28])[F:27])[C:2]1[CH:3]=[CH:4][CH:5]=[CH:6][CH:7]=1, predict the reactants needed to synthesize it. The reactants are: [CH2:1]([O:8][CH2:9][C:10]([CH:12]1[CH2:16][CH2:15][N:14]([CH2:17][C:18]2[CH:23]=[CH:22][CH:21]=[CH:20][CH:19]=2)[CH2:13]1)=[O:11])[C:2]1[CH:7]=[CH:6][CH:5]=[CH:4][CH:3]=1.C[Si](C)(C)[C:26]([F:29])([F:28])[F:27].[F-].[Cs+].[F-].C([N+](CCCC)(CCCC)CCCC)CCC. (5) Given the product [Cl:1][C:2]1[CH:11]=[CH:10][C:9]2[C:4](=[CH:5][CH:6]=[C:7]([C:22]3[N:23]=[C:24]([C@@H:27]4[CH2:39][N:37]5[C:38]6[CH:30]([C@@H:31]([NH:40][C:41](=[O:44])[O:42][CH3:43])[CH2:32][CH2:33][C:34]=6[CH:35]=[CH:36]5)[C:29](=[O:45])[CH2:28]4)[NH:25][CH:26]=3)[CH:8]=2)[N:3]=1, predict the reactants needed to synthesize it. The reactants are: [Cl:1][C:2]1[CH:11]=[CH:10][C:9]2[C:4](=[CH:5][CH:6]=[C:7](B3OC(C)(C)C(C)(C)O3)[CH:8]=2)[N:3]=1.I[C:22]1[N:23]=[C:24]([C@@H:27]2[CH2:39][N:37]3[C:38]4[CH:30]([C@@H:31]([NH:40][C:41](=[O:44])[O:42][CH3:43])[CH2:32][CH2:33][C:34]=4[CH:35]=[CH:36]3)[C:29](=[O:45])[CH2:28]2)[NH:25][CH:26]=1.C(=O)(O)[O-].[Na+].C1(C)C=CC=CC=1. (6) Given the product [Br-:31].[OH:9][C:8]([C:16]1[CH:21]=[CH:20][CH:19]=[CH:18][CH:17]=1)([C:10]1[CH:15]=[CH:14][CH:13]=[CH:12][CH:11]=1)[C:4]12[CH2:7][N+:1]([CH2:30][C:26]3[CH:27]=[CH:28][CH:29]=[C:24]([O:23][CH3:22])[CH:25]=3)([CH2:6][CH2:5]1)[CH2:2][CH2:3]2, predict the reactants needed to synthesize it. The reactants are: [N:1]12[CH2:7][C:4]([C:8]([C:16]3[CH:21]=[CH:20][CH:19]=[CH:18][CH:17]=3)([C:10]3[CH:15]=[CH:14][CH:13]=[CH:12][CH:11]=3)[OH:9])([CH2:5][CH2:6]1)[CH2:3][CH2:2]2.[CH3:22][O:23][C:24]1[CH:29]=[CH:28][CH:27]=[C:26]([CH2:30][Br:31])[CH:25]=1.